Dataset: Full USPTO retrosynthesis dataset with 1.9M reactions from patents (1976-2016). Task: Predict the reactants needed to synthesize the given product. (1) Given the product [C:1]([C:4]1[C:12]2[C:7](=[CH:8][C:9]([O:15][CH3:16])=[C:10]([O:13][CH3:14])[CH:11]=2)[N:6]([CH2:17][C:18]([OH:20])=[O:19])[N:5]=1)(=[O:3])[CH3:2], predict the reactants needed to synthesize it. The reactants are: [C:1]([C:4]1[C:12]2[C:7](=[CH:8][C:9]([O:15][CH3:16])=[C:10]([O:13][CH3:14])[CH:11]=2)[N:6]([CH2:17][C:18]([O:20]C(C)(C)C)=[O:19])[N:5]=1)(=[O:3])[CH3:2].C(C1C2C(=CC=CC=2)N(CC(O)=O)N=1)(=O)C. (2) Given the product [CH2:1]([N:4]1[CH2:10][CH2:9][C:8]2[CH:11]=[CH:12][C:13]([NH:15][S:26]([C:23]3[CH:22]=[CH:21][C:20]([NH:19][C:16](=[O:18])[CH3:17])=[CH:25][CH:24]=3)(=[O:28])=[O:27])=[CH:14][C:7]=2[CH2:6][CH2:5]1)[CH2:2][CH3:3], predict the reactants needed to synthesize it. The reactants are: [CH2:1]([N:4]1[CH2:10][CH2:9][C:8]2[CH:11]=[CH:12][C:13]([NH2:15])=[CH:14][C:7]=2[CH2:6][CH2:5]1)[CH2:2][CH3:3].[C:16]([NH:19][C:20]1[CH:25]=[CH:24][C:23]([S:26](Cl)(=[O:28])=[O:27])=[CH:22][CH:21]=1)(=[O:18])[CH3:17].C(N(CC)CC)C.Cl.[OH-].[Na+]. (3) Given the product [OH:1][CH2:2][C:3]1[CH:32]=[CH:31][C:6]2[N:7]([CH2:18][C@H:19]3[CH2:23][CH2:22][CH2:21][NH:20]3)[C:8]([NH:10][C:11]([C:13]3[O:17][N:16]=[CH:15][CH:14]=3)=[O:12])=[N:9][C:5]=2[CH:4]=1, predict the reactants needed to synthesize it. The reactants are: [OH:1][CH2:2][C:3]1[CH:32]=[CH:31][C:6]2[N:7]([CH2:18][C@H:19]3[CH2:23][CH2:22][CH2:21][N:20]3C(OC(C)(C)C)=O)[C:8]([NH:10][C:11]([C:13]3[O:17][N:16]=[CH:15][CH:14]=3)=[O:12])=[N:9][C:5]=2[CH:4]=1.Cl. (4) Given the product [Cl:22][C:21]1[C:10](=[O:16])[N:9]([CH:17]2[CH2:18][CH2:19]2)[N:8]=[CH:6][C:23]=1[Cl:24], predict the reactants needed to synthesize it. The reactants are: C(O[C:6]([NH:8][N:9]([CH:17]1[CH2:19][CH2:18]1)[C:10](=[O:16])OC(C)(C)C)=O)(C)(C)C.C(O)(=O)/[C:21](=[C:23](\C=O)/[Cl:24])/[Cl:22].O.